From a dataset of Peptide-MHC class I binding affinity with 185,985 pairs from IEDB/IMGT. Regression. Given a peptide amino acid sequence and an MHC pseudo amino acid sequence, predict their binding affinity value. This is MHC class I binding data. (1) The peptide sequence is FPNEVGARI. The MHC is HLA-A02:06 with pseudo-sequence HLA-A02:06. The binding affinity (normalized) is 0.0847. (2) The peptide sequence is PVYISQFSY. The MHC is HLA-A11:01 with pseudo-sequence HLA-A11:01. The binding affinity (normalized) is 0.308.